From a dataset of Reaction yield outcomes from USPTO patents with 853,638 reactions. Predict the reaction yield, written as a fraction of the theoretical maximum amount of product (1.0 means a 100% yield; for example, 0.34 means a 34% yield). (1) The reactants are C([O:3][C:4](=[O:17])[CH2:5][C@@H:6]([NH:13]C(=O)C)[C@H:7]([CH3:12])[C@H:8]([CH3:11])[CH2:9][CH3:10])C.[ClH:18]. No catalyst specified. The product is [ClH:18].[NH2:13][C@@H:6]([C@H:7]([CH3:12])[C@H:8]([CH3:11])[CH2:9][CH3:10])[CH2:5][C:4]([OH:17])=[O:3]. The yield is 0.890. (2) The reactants are C(OC(=O)[NH:7][CH:8]([C:12]1[NH:16][N:15]=[N:14][N:13]=1)[CH2:9][C:10]#[N:11])(C)(C)C.[ClH:18]. The catalyst is O1CCOCC1. The product is [ClH:18].[ClH:18].[NH2:7][CH:8]([C:12]1[NH:16][N:15]=[N:14][N:13]=1)[CH2:9][C:10]#[N:11]. The yield is 0.510.